This data is from Forward reaction prediction with 1.9M reactions from USPTO patents (1976-2016). The task is: Predict the product of the given reaction. (1) Given the reactants [C:1](=[O:16])([O:5][CH2:6][CH2:7][O:8][CH2:9][CH2:10][O:11][CH2:12][CH2:13][O:14][CH3:15])[O:2][CH2:3]Cl.[I-:17].[Na+], predict the reaction product. The product is: [C:1](=[O:16])([O:5][CH2:6][CH2:7][O:8][CH2:9][CH2:10][O:11][CH2:12][CH2:13][O:14][CH3:15])[O:2][CH2:3][I:17]. (2) Given the reactants [NH2:1][C:2]1[C:7]([O:8][CH2:9][CH:10]2[CH2:15][CH2:14][N:13]([C:16]([O:18][C:19]([CH3:22])([CH3:21])[CH3:20])=[O:17])[CH2:12][CH2:11]2)=[CH:6][C:5](B2OC(C)(C)C(C)(C)O2)=[CH:4][N:3]=1.Br[C:33]1[N:34]=[N:35][N:36]([CH3:38])[CH:37]=1.C([O-])([O-])=O.[Cs+].[Cs+], predict the reaction product. The product is: [NH2:1][C:2]1[C:7]([O:8][CH2:9][CH:10]2[CH2:11][CH2:12][N:13]([C:16]([O:18][C:19]([CH3:22])([CH3:20])[CH3:21])=[O:17])[CH2:14][CH2:15]2)=[CH:6][C:5]([C:33]2[N:34]=[N:35][N:36]([CH3:38])[CH:37]=2)=[CH:4][N:3]=1. (3) Given the reactants [CH2:1]=[CH:2][CH2:3][CH2:4][CH2:5][CH2:6][CH2:7][CH3:8], predict the reaction product. The product is: [CH3:1][CH2:2][CH2:3][CH2:4][CH2:5][CH2:6][CH:7]=[CH:8][CH2:1][CH2:2][CH2:3][CH2:4][CH2:5][CH3:6]. (4) Given the reactants [C:1]([O:5][C:6]([N:8]1[CH:12]=[CH:11][C:10]([CH2:13][CH2:14][CH2:15][C:16]([OH:18])=[O:17])=[N:9]1)=[O:7])([CH3:4])([CH3:3])[CH3:2].C(=O)([O-])[O-].[K+].[K+].[CH2:25](Br)[C:26]1[CH:31]=[CH:30][CH:29]=[CH:28][CH:27]=1, predict the reaction product. The product is: [CH2:25]([O:17][C:16](=[O:18])[CH2:15][CH2:14][CH2:13][C:10]1[CH:11]=[CH:12][N:8]([C:6]([O:5][C:1]([CH3:4])([CH3:2])[CH3:3])=[O:7])[N:9]=1)[C:26]1[CH:31]=[CH:30][CH:29]=[CH:28][CH:27]=1. (5) Given the reactants [Br:1][C:2]1[CH:3]=[C:4]([CH:21]=[C:22]([I:24])[CH:23]=1)[C:5]([N:7]([CH2:9][C@H:10]([C:14]1[CH:19]=[CH:18][C:17]([F:20])=[CH:16][CH:15]=1)[CH2:11][CH:12]=C)[CH3:8])=[O:6].ClC1C=C(C=C(Cl)C=1)C(N(C[C@H](C1C=CC(F)=CC=1)CC=C)C)=[O:30], predict the reaction product. The product is: [Br:1][C:2]1[CH:3]=[C:4]([CH:21]=[C:22]([I:24])[CH:23]=1)[C:5]([N:7]([CH2:9][C@H:10]([C:14]1[CH:19]=[CH:18][C:17]([F:20])=[CH:16][CH:15]=1)[CH2:11][CH:12]=[O:30])[CH3:8])=[O:6]. (6) Given the reactants COC([C:5]1[C:10]([CH2:11][CH2:12][C:13]([O:15]C)=O)=[CH:9][C:8]([CH3:17])=[CH:7][N:6]=1)=O.C[O-].[Na+], predict the reaction product. The product is: [CH3:17][C:8]1[CH:9]=[C:10]2[CH2:11][CH2:12][C:13](=[O:15])[C:5]2=[N:6][CH:7]=1. (7) Given the reactants [F:1][C:2]1[C:3]([NH:28][C@H:29]2[CH2:34][CH2:33][CH2:32][C@@H:31]([NH2:35])[CH2:30]2)=[N:4][C:5]([C:8]2[C:16]3[C:11](=[N:12][CH:13]=[C:14]([F:17])[CH:15]=3)[N:10]([S:18]([C:21]3[CH:26]=[CH:25][C:24]([CH3:27])=[CH:23][CH:22]=3)(=[O:20])=[O:19])[CH:9]=2)=[N:6][CH:7]=1.Cl[C:37]1[O:38][CH:39]=[C:40]([C:42]([O:44][CH3:45])=[O:43])[N:41]=1.C1CCN2C(=NCCC2)CC1.O, predict the reaction product. The product is: [F:1][C:2]1[C:3]([NH:28][C@H:29]2[CH2:34][CH2:33][CH2:32][C@@H:31]([NH:35][C:37]3[O:38][CH:39]=[C:40]([C:42]([O:44][CH3:45])=[O:43])[N:41]=3)[CH2:30]2)=[N:4][C:5]([C:8]2[C:16]3[C:11](=[N:12][CH:13]=[C:14]([F:17])[CH:15]=3)[N:10]([S:18]([C:21]3[CH:22]=[CH:23][C:24]([CH3:27])=[CH:25][CH:26]=3)(=[O:19])=[O:20])[CH:9]=2)=[N:6][CH:7]=1. (8) Given the reactants [C:1]([O:5][C:6]([N:8]1[CH2:11][C:10](=[CH:12][C:13]2[N:14]([CH3:39])[C:15]3[C:20]([N:21]=2)=[C:19]([N:22]2[CH2:27][CH2:26][O:25][CH2:24][CH2:23]2)[N:18]=[C:17]([N:28]2[C:32]4[CH:33]=[CH:34][CH:35]=[CH:36][C:31]=4[N:30]=[C:29]2[CH2:37][CH3:38])[N:16]=3)[CH2:9]1)=[O:7])([CH3:4])([CH3:3])[CH3:2], predict the reaction product. The product is: [C:1]([O:5][C:6]([N:8]1[CH2:11][CH:10]([CH2:12][C:13]2[N:14]([CH3:39])[C:15]3[C:20]([N:21]=2)=[C:19]([N:22]2[CH2:23][CH2:24][O:25][CH2:26][CH2:27]2)[N:18]=[C:17]([N:28]2[C:32]4[CH:33]=[CH:34][CH:35]=[CH:36][C:31]=4[N:30]=[C:29]2[CH2:37][CH3:38])[N:16]=3)[CH2:9]1)=[O:7])([CH3:2])([CH3:4])[CH3:3].